Task: Predict the reactants needed to synthesize the given product.. Dataset: Full USPTO retrosynthesis dataset with 1.9M reactions from patents (1976-2016) (1) The reactants are: C(O[C:6]([N:8](C)[CH2:9][CH:10]([OH:15])[C:11]([O:13][CH3:14])=[O:12])=O)(C)(C)C.[ClH:17].C(OCC)(=O)C. Given the product [ClH:17].[OH:15][CH:10]([CH2:9][NH:8][CH3:6])[C:11]([O:13][CH3:14])=[O:12], predict the reactants needed to synthesize it. (2) The reactants are: Cl[S:2]([OH:5])(=[O:4])=[O:3].[Cl:6][C:7]1[C:8]([CH3:14])=[C:9]([CH:11]=[CH:12][CH:13]=1)[NH2:10].[OH-].[Na+:16]. Given the product [CH3:14][C:8]1[C:7]([Cl:6])=[CH:13][CH:12]=[CH:11][C:9]=1[NH:10][S:2](=[O:4])(=[O:3])[O-:5].[Na+:16], predict the reactants needed to synthesize it. (3) Given the product [CH:15]1([C:9]2([N:12]([CH3:14])[CH3:13])[CH2:10][CH2:11][C:6]3([CH2:20][NH:21][C:4](=[O:3])[CH2:5]3)[CH2:7][CH2:8]2)[CH2:16][CH2:17][CH2:18][CH2:19]1, predict the reactants needed to synthesize it. The reactants are: C([O:3][C:4](=O)[CH2:5][C:6]1([CH2:20][N+:21]([O-])=O)[CH2:11][CH2:10][C:9]([CH:15]2[CH2:19][CH2:18][CH2:17][CH2:16]2)([N:12]([CH3:14])[CH3:13])[CH2:8][CH2:7]1)C. (4) The reactants are: [CH3:1][N:2]1[CH2:7][CH2:6][NH:5][CH2:4][CH2:3]1.F[C:9]1[CH:14]=[CH:13][C:12]([N+:15]([O-:17])=[O:16])=[CH:11][CH:10]=1.C([O-])([O-])=O.[K+].[K+]. Given the product [CH3:1][N:2]1[CH2:7][CH2:6][N:5]([C:9]2[CH:14]=[CH:13][C:12]([N+:15]([O-:17])=[O:16])=[CH:11][CH:10]=2)[CH2:4][CH2:3]1, predict the reactants needed to synthesize it.